Dataset: Full USPTO retrosynthesis dataset with 1.9M reactions from patents (1976-2016). Task: Predict the reactants needed to synthesize the given product. (1) The reactants are: [NH2:1][C:2]1[CH:7]=[CH:6][C:5]([CH:8]([CH3:25])[C:9]([NH:11][C:12]2[CH:17]=[CH:16][C:15]([C:18]3[CH:23]=[CH:22][N:21]=[C:20]([CH3:24])[CH:19]=3)=[CH:14][CH:13]=2)=[O:10])=[CH:4][CH:3]=1.[CH:26](=O)[CH2:27][CH2:28][CH2:29][CH:30]=O.C(Cl)CCl.C(O[BH-](OC(=O)C)OC(=O)C)(=O)C.[Na+]. Given the product [CH3:24][C:20]1[CH:19]=[C:18]([C:15]2[CH:16]=[CH:17][C:12]([NH:11][C:9](=[O:10])[CH:8]([C:5]3[CH:4]=[CH:3][C:2]([N:1]4[CH2:30][CH2:29][CH2:28][CH2:27][CH2:26]4)=[CH:7][CH:6]=3)[CH3:25])=[CH:13][CH:14]=2)[CH:23]=[CH:22][N:21]=1, predict the reactants needed to synthesize it. (2) Given the product [O:32]=[C:5]([C:25]1[CH:30]=[CH:29][CH:28]=[CH:27][CH:26]=1)[CH2:6][O:7][C@H:8]1[CH2:13][CH2:12][C@H:11]([N:14]2[C:22](=[O:23])[C:21]3[C:16](=[CH:17][CH:18]=[CH:19][CH:20]=3)[C:15]2=[O:24])[CH2:10][CH2:9]1, predict the reactants needed to synthesize it. The reactants are: CC(C)CC=[C:5]([C:25]1[CH:30]=[CH:29][CH:28]=[CH:27][CH:26]=1)[CH2:6][O:7][C@H:8]1[CH2:13][CH2:12][C@H:11]([N:14]2[C:22](=[O:23])[C:21]3[C:16](=[CH:17][CH:18]=[CH:19][CH:20]=3)[C:15]2=[O:24])[CH2:10][CH2:9]1.[O:32]=[O+][O-]. (3) Given the product [F:1][C:2]1[CH:3]=[CH:4][C:5]([C@@H:8]2[O:13][CH2:12][CH2:11][NH:10][CH2:9]2)=[CH:6][CH:7]=1, predict the reactants needed to synthesize it. The reactants are: [F:1][C:2]1[CH:7]=[CH:6][C:5]([C@@H:8]2[O:13][CH2:12][CH2:11][N:10](CC3C=CC=CC=3)[CH2:9]2)=[CH:4][CH:3]=1.[H][H]. (4) Given the product [I:12][C:8]1[CH:7]=[C:6]2[C:11]([C:2]([NH:20][CH:17]([CH3:19])[CH3:18])=[C:3]([C:13]([NH:15][CH3:16])=[O:14])[N:4]=[N:5]2)=[CH:10][CH:9]=1, predict the reactants needed to synthesize it. The reactants are: Cl[C:2]1[C:11]2[C:6](=[CH:7][C:8]([I:12])=[CH:9][CH:10]=2)[N:5]=[N:4][C:3]=1[C:13]([NH:15][CH3:16])=[O:14].[CH:17]([NH2:20])([CH3:19])[CH3:18]. (5) Given the product [CH:11]1[C:12]2[C:16]3[CH:17]=[CH:18][CH:19]=[CH:20][C:15]=3[S:14][C:13]=2[C:8]([C:4]2[CH:3]=[C:2]([B:24]3[O:25][C:26]([CH3:28])([CH3:27])[C:22]([CH3:38])([CH3:21])[O:23]3)[CH:7]=[CH:6][CH:5]=2)=[CH:9][CH:10]=1, predict the reactants needed to synthesize it. The reactants are: Br[C:2]1[CH:3]=[C:4]([C:8]2[C:13]3[S:14][C:15]4[CH:20]=[CH:19][CH:18]=[CH:17][C:16]=4[C:12]=3[CH:11]=[CH:10][CH:9]=2)[CH:5]=[CH:6][CH:7]=1.[CH3:21][C:22]1([CH3:38])[C:26]([CH3:28])([CH3:27])[O:25][B:24]([B:24]2[O:25][C:26]([CH3:28])([CH3:27])[C:22]([CH3:38])([CH3:21])[O:23]2)[O:23]1. (6) Given the product [C:1]([N:4]1[C:13]2[C:8](=[CH:9][C:10]([C:14]3[CH:15]=[C:16]([CH:21]=[CH:22][CH:23]=3)[C:17]([OH:19])=[O:18])=[CH:11][CH:12]=2)[C@H:7]([NH:24][C:25]2[CH:26]=[N:27][CH:28]=[CH:29][CH:30]=2)[CH2:6][C@@H:5]1[CH3:31])(=[O:3])[CH3:2].[CH:17]([OH:19])=[O:18], predict the reactants needed to synthesize it. The reactants are: [C:1]([N:4]1[C:13]2[C:8](=[CH:9][C:10]([C:14]3[CH:15]=[C:16]([CH:21]=[CH:22][CH:23]=3)[C:17]([O:19]C)=[O:18])=[CH:11][CH:12]=2)[C@H:7]([NH:24][C:25]2[CH:26]=[N:27][CH:28]=[CH:29][CH:30]=2)[CH2:6][C@@H:5]1[CH3:31])(=[O:3])[CH3:2].[OH-].[Na+].